Dataset: Reaction yield outcomes from USPTO patents with 853,638 reactions. Task: Predict the reaction yield, written as a fraction of the theoretical maximum amount of product (1.0 means a 100% yield; for example, 0.34 means a 34% yield). (1) The reactants are [C:1]([C:5]1[CH:6]=[C:7]([NH:18][C:19]([NH:21][C@@H:22]2[C:31]3[C:26](=[CH:27][CH:28]=[CH:29][CH:30]=3)[C@H:25]([O:32][C:33]3[CH:34]=[CH:35][C:36]4[N:37]([C:39]([C@@H:42]5[CH2:46][CH2:45][CH2:44][N:43]5[CH3:47])=[N:40][N:41]=4)[CH:38]=3)[CH2:24][CH2:23]2)=[O:20])[N:8]([C:10]2[CH:15]=[CH:14][CH:13]=[C:12]([CH2:16][OH:17])[CH:11]=2)[N:9]=1)([CH3:4])([CH3:3])[CH3:2].CCN(C(C)C)C(C)C.[CH3:57][S:58](Cl)(=[O:60])=[O:59]. The catalyst is C(Cl)Cl. The product is [C:1]([C:5]1[CH:6]=[C:7]([NH:18][C:19]([NH:21][C@@H:22]2[C:31]3[C:26](=[CH:27][CH:28]=[CH:29][CH:30]=3)[C@H:25]([O:32][C:33]3[CH:34]=[CH:35][C:36]4[N:37]([C:39]([C@@H:42]5[CH2:46][CH2:45][CH2:44][N:43]5[CH3:47])=[N:40][N:41]=4)[CH:38]=3)[CH2:24][CH2:23]2)=[O:20])[N:8]([C:10]2[CH:11]=[C:12]([CH:13]=[CH:14][CH:15]=2)[CH2:16][O:17][S:58]([CH3:57])(=[O:60])=[O:59])[N:9]=1)([CH3:4])([CH3:2])[CH3:3]. The yield is 0.920. (2) The reactants are [Cl:1][C:2]1[N:3]=[CH:4][CH:5]=[C:6]2[C:10]([CH3:11])=[C:9]([CH3:12])[NH:8][C:7]=12.[F:13][C:14]1[CH:21]=[CH:20][C:17]([CH2:18]Cl)=[CH:16][CH:15]=1. No catalyst specified. The product is [Cl:1][C:2]1[N:3]=[CH:4][CH:5]=[C:6]2[C:10]([CH3:11])=[C:9]([CH3:12])[N:8]([CH2:18][C:17]3[CH:20]=[CH:21][C:14]([F:13])=[CH:15][CH:16]=3)[C:7]=12. The yield is 0.860. (3) The reactants are C[O:2][C:3](=[O:23])[CH2:4][CH2:5][C:6]1[C:11]([C:12]2[CH:17]=[CH:16][C:15]([N+:18]([O-:20])=[O:19])=[CH:14][CH:13]=2)=[C:10]([NH2:21])[N:9]=[C:8]([NH2:22])[N:7]=1.Cl. No catalyst specified. The product is [NH2:22][C:8]1[N:7]=[C:6]([CH2:5][CH2:4][C:3]([OH:23])=[O:2])[C:11]([C:12]2[CH:13]=[CH:14][C:15]([N+:18]([O-:20])=[O:19])=[CH:16][CH:17]=2)=[C:10]([NH2:21])[N:9]=1. The yield is 1.00. (4) The reactants are [CH3:1][C:2]1[C:6]2[C:7](=[O:19])[N:8]([CH2:12][CH2:13][N:14]3[CH2:18][CH2:17][CH2:16][CH2:15]3)[CH2:9][CH2:10][CH2:11][C:5]=2[NH:4][C:3]=1[CH:20]=O.[Br:22][C:23]1[CH:24]=[C:25]2[C:29](=[CH:30][CH:31]=1)[NH:28][C:27](=[O:32])[CH2:26]2. No catalyst specified. The product is [Br:22][C:23]1[CH:24]=[C:25]2[C:29](=[CH:30][CH:31]=1)[NH:28][C:27](=[O:32])[C:26]2=[CH:20][C:3]1[NH:4][C:5]2[CH2:11][CH2:10][CH2:9][N:8]([CH2:12][CH2:13][N:14]3[CH2:15][CH2:16][CH2:17][CH2:18]3)[C:7](=[O:19])[C:6]=2[C:2]=1[CH3:1]. The yield is 0.704.